From a dataset of Choline transporter screen with 302,306 compounds. Binary Classification. Given a drug SMILES string, predict its activity (active/inactive) in a high-throughput screening assay against a specified biological target. (1) The molecule is Clc1c(c2noc(c2C(=O)N2CCCc3c2cccc3)C)c(F)ccc1. The result is 0 (inactive). (2) The result is 0 (inactive). The compound is Clc1ccc(C(N2CCN(CC2)CCOCCO)c2ccccc2)cc1. (3) The result is 0 (inactive). The molecule is S(c1c(CN(C)C)cccc1)c1c(O)cc(O)cc1.